Dataset: Forward reaction prediction with 1.9M reactions from USPTO patents (1976-2016). Task: Predict the product of the given reaction. (1) Given the reactants CS(C)=O.C(Cl)(=O)C(Cl)=O.[CH2:11]([N:18]1[CH:23]([CH2:24][OH:25])[CH2:22][O:21][C:20]([CH2:27][CH2:28][O:29][CH2:30][C:31]2[CH:36]=[CH:35][CH:34]=[CH:33][CH:32]=2)([CH3:26])[C:19]1=[O:37])[C:12]1[CH:17]=[CH:16][CH:15]=[CH:14][CH:13]=1.C(N(CC)CC)C, predict the reaction product. The product is: [CH2:11]([N:18]1[C:19](=[O:37])[C:20]([CH2:27][CH2:28][O:29][CH2:30][C:31]2[CH:36]=[CH:35][CH:34]=[CH:33][CH:32]=2)([CH3:26])[O:21][CH2:22][CH:23]1[CH:24]=[O:25])[C:12]1[CH:17]=[CH:16][CH:15]=[CH:14][CH:13]=1. (2) Given the reactants [Cl:1][C:2]1[CH:27]=[C:26]([F:28])[CH:25]=[CH:24][C:3]=1[O:4][C:5]1[CH:10]=[CH:9][CH:8]=[CH:7][C:6]=1[NH:11][S:12]([C:15]1[CH:23]=[CH:22][C:18]([C:19](O)=[O:20])=[CH:17][CH:16]=1)(=[O:14])=[O:13].[N:29]1([CH:35]2[CH2:40][CH2:39][N:38]([C:41]3[CH:46]=[CH:45][C:44]([NH2:47])=[CH:43][CH:42]=3)[CH2:37][CH2:36]2)[CH2:34][CH2:33][CH2:32][CH2:31][CH2:30]1, predict the reaction product. The product is: [N:29]1([CH:35]2[CH2:40][CH2:39][N:38]([C:41]3[CH:42]=[CH:43][C:44]([NH:47][C:19](=[O:20])[C:18]4[CH:22]=[CH:23][C:15]([S:12](=[O:14])(=[O:13])[NH:11][C:6]5[CH:7]=[CH:8][CH:9]=[CH:10][C:5]=5[O:4][C:3]5[CH:24]=[CH:25][C:26]([F:28])=[CH:27][C:2]=5[Cl:1])=[CH:16][CH:17]=4)=[CH:45][CH:46]=3)[CH2:37][CH2:36]2)[CH2:30][CH2:31][CH2:32][CH2:33][CH2:34]1. (3) Given the reactants [Cl:1][C:2]1[CH:35]=[CH:34][C:5]([O:6][CH2:7][C:8]2[N:12]([CH2:13][CH2:14][CH2:15][CH:16]3[CH2:21][CH2:20][CH2:19][N:18]([C:22]([O:24][C:25]([CH3:28])([CH3:27])[CH3:26])=[O:23])[CH2:17]3)[C:11]3[CH:29]=[CH:30][CH:31]=[C:32]([OH:33])[C:10]=3[N:9]=2)=[CH:4][CH:3]=1.[H-].[Na+].CBr, predict the reaction product. The product is: [Cl:1][C:2]1[CH:3]=[CH:4][C:5]([O:6][CH2:7][C:8]2[N:12]([CH2:13][CH2:14][CH2:15][CH:16]3[CH2:21][CH2:20][CH2:19][N:18]([C:22]([O:24][C:25]([CH3:28])([CH3:27])[CH3:26])=[O:23])[CH2:17]3)[C:11]3[CH:29]=[CH:30][CH:31]=[C:32]([O:33][CH2:15][CH:16]4[CH2:21][CH2:20][CH2:19][N:18]([C:22]([O:24][C:25]([CH3:26])([CH3:28])[CH3:27])=[O:23])[CH2:17]4)[C:10]=3[N:9]=2)=[CH:34][CH:35]=1.